From a dataset of Forward reaction prediction with 1.9M reactions from USPTO patents (1976-2016). Predict the product of the given reaction. (1) Given the reactants [CH:1]([C:4]1[CH:10]=[CH:9][CH:8]=[C:7]([CH:11]([CH3:13])[CH3:12])[C:5]=1[NH2:6])([CH3:3])[CH3:2].[N:14]1[CH:19]=[CH:18][CH:17]=[CH:16][C:15]=1[CH:20]=O.C1(C)C=CC(S(O)(=O)=O)=CC=1, predict the reaction product. The product is: [CH:11]([C:7]1[CH:8]=[CH:9][CH:10]=[C:4]([CH:1]([CH3:3])[CH3:2])[C:5]=1[N:6]=[CH:20][C:15]1[CH:16]=[CH:17][CH:18]=[CH:19][N:14]=1)([CH3:13])[CH3:12]. (2) Given the reactants [F:1][C:2]1[C:7]([C:8]2[NH:12][CH:11]=[C:10]([CH2:13][N:14]([CH3:22])[C:15](=[O:21])[O:16][C:17]([CH3:20])([CH3:19])[CH3:18])[CH:9]=2)=[CH:6][CH:5]=[CH:4][N:3]=1.[F:23][C:24]1[CH:29]=[CH:28][C:27]([F:30])=[CH:26][C:25]=1[S:31](Cl)(=[O:33])=[O:32], predict the reaction product. The product is: [F:23][C:24]1[CH:29]=[CH:28][C:27]([F:30])=[CH:26][C:25]=1[S:31]([N:12]1[C:8]([C:7]2[C:2]([F:1])=[N:3][CH:4]=[CH:5][CH:6]=2)=[CH:9][C:10]([CH2:13][N:14]([CH3:22])[C:15](=[O:21])[O:16][C:17]([CH3:18])([CH3:19])[CH3:20])=[CH:11]1)(=[O:33])=[O:32]. (3) Given the reactants [N+:1]([C:4]1[CH:9]=[CH:8][C:7](=[S:10])[NH:6][C:5]=1[C:11]#[N:12])([O-:3])=[O:2].[F:13][C:14]1[CH:15]=[C:16]([CH:26]=[C:27]([F:29])[CH:28]=1)[CH2:17]C(Br)C1C=CC=CC=1.C([O-])([O-])=O.[K+].[K+], predict the reaction product. The product is: [F:13][C:14]1[CH:15]=[C:16]([CH:26]=[C:27]([F:29])[CH:28]=1)[CH2:17][S:10][C:7]1[N:6]=[C:5]([C:11]#[N:12])[C:4]([N+:1]([O-:3])=[O:2])=[CH:9][CH:8]=1. (4) Given the reactants C(OC([N:8]1[CH2:13][CH2:12][CH:11]([N:14]2[CH2:19][CH2:18][CH:17]([N:20]3[C:24]4=[N:25][CH:26]=[N:27][C:28]([NH2:29])=[C:23]4[C:22]([C:30]4[CH:35]=[CH:34][C:33]([O:36][C:37]5[CH:42]=[CH:41][CH:40]=[CH:39][CH:38]=5)=[CH:32][CH:31]=4)=[N:21]3)[CH2:16][CH2:15]2)[CH2:10][CH2:9]1)=O)(C)(C)C, predict the reaction product. The product is: [NH:8]1[CH2:9][CH2:10][CH:11]([N:14]2[CH2:19][CH2:18][CH:17]([N:20]3[C:24]4=[N:25][CH:26]=[N:27][C:28]([NH2:29])=[C:23]4[C:22]([C:30]4[CH:35]=[CH:34][C:33]([O:36][C:37]5[CH:42]=[CH:41][CH:40]=[CH:39][CH:38]=5)=[CH:32][CH:31]=4)=[N:21]3)[CH2:16][CH2:15]2)[CH2:12][CH2:13]1. (5) Given the reactants [NH2:1][C:2]1[C:7]([CH2:8][OH:9])=[CH:6][CH:5]=[CH:4][N:3]=1.[Br:10]N1C(=O)CCC1=O.Cl[CH2:19][C:20](=O)[CH3:21], predict the reaction product. The product is: [Br:10][C:5]1[CH:6]=[C:7]([CH2:8][OH:9])[C:2]2[N:3]([CH:19]=[C:20]([CH3:21])[N:1]=2)[CH:4]=1. (6) Given the reactants [CH3:1][C:2]1[C:3]([NH:20]C(=O)C(F)(F)F)=[C:4](C(OC)=O)[S:5][C:6]=1[C:7]1[CH:12]=[CH:11][CH:10]=[C:9]([N+:13]([O-:15])=[O:14])[CH:8]=1.[OH-].[Na+].Cl.C([O-])(O)=O.[Na+], predict the reaction product. The product is: [CH3:1][C:2]1[C:3]([NH2:20])=[CH:4][S:5][C:6]=1[C:7]1[CH:12]=[CH:11][CH:10]=[C:9]([N+:13]([O-:15])=[O:14])[CH:8]=1. (7) Given the reactants [ClH:1].[CH3:2][O:3][C:4]1[CH:5]=[CH:6][CH:7]=[C:8]2[C:13]=1[CH:12]=[N+:11]([O-])[CH:10]=[CH:9]2, predict the reaction product. The product is: [Cl:1][C:12]1[C:13]2[C:8](=[CH:7][CH:6]=[CH:5][C:4]=2[O:3][CH3:2])[CH:9]=[CH:10][N:11]=1. (8) The product is: [C:24]([CH:23]=[CH:22][C:18]1[CH:17]=[C:16]([NH:15][C:12]([C:10]2[O:11][C:7]([C:1]3[CH:2]=[CH:3][CH:4]=[CH:5][CH:6]=3)=[CH:8][CH:9]=2)=[O:14])[CH:21]=[CH:20][CH:19]=1)#[N:25]. Given the reactants [C:1]1([C:7]2[O:11][C:10]([C:12]([OH:14])=O)=[CH:9][CH:8]=2)[CH:6]=[CH:5][CH:4]=[CH:3][CH:2]=1.[NH2:15][C:16]1[CH:17]=[C:18]([CH:22]=[CH:23][C:24]#[N:25])[CH:19]=[CH:20][CH:21]=1, predict the reaction product. (9) The product is: [CH3:25][O:24][C:22](=[O:23])[C:21]1[CH:26]=[CH:27][C:18]([NH:17][C:2]2[N:7]=[C:6]([NH:8][C:9]3[CH:14]=[CH:13][C:12]([F:15])=[C:11]([CH3:16])[CH:10]=3)[CH:5]=[CH:4][N:3]=2)=[CH:19][CH:20]=1. Given the reactants Cl[C:2]1[N:7]=[C:6]([NH:8][C:9]2[CH:14]=[CH:13][C:12]([F:15])=[C:11]([CH3:16])[CH:10]=2)[CH:5]=[CH:4][N:3]=1.[NH2:17][C:18]1[CH:27]=[CH:26][C:21]([C:22]([O:24][CH3:25])=[O:23])=[CH:20][CH:19]=1, predict the reaction product.